Regression. Given two drug SMILES strings and cell line genomic features, predict the synergy score measuring deviation from expected non-interaction effect. From a dataset of NCI-60 drug combinations with 297,098 pairs across 59 cell lines. (1) Drug 2: CCC1(CC2CC(C3=C(CCN(C2)C1)C4=CC=CC=C4N3)(C5=C(C=C6C(=C5)C78CCN9C7C(C=CC9)(C(C(C8N6C)(C(=O)OC)O)OC(=O)C)CC)OC)C(=O)OC)O.OS(=O)(=O)O. Cell line: UO-31. Synergy scores: CSS=14.4, Synergy_ZIP=-5.34, Synergy_Bliss=-1.27, Synergy_Loewe=0.619, Synergy_HSA=1.17. Drug 1: COC1=CC(=CC(=C1O)OC)C2C3C(COC3=O)C(C4=CC5=C(C=C24)OCO5)OC6C(C(C7C(O6)COC(O7)C8=CC=CS8)O)O. (2) Drug 1: CNC(=O)C1=CC=CC=C1SC2=CC3=C(C=C2)C(=NN3)C=CC4=CC=CC=N4. Drug 2: CC1=CC2C(CCC3(C2CCC3(C(=O)C)OC(=O)C)C)C4(C1=CC(=O)CC4)C. Cell line: HOP-92. Synergy scores: CSS=-7.88, Synergy_ZIP=4.92, Synergy_Bliss=-1.20, Synergy_Loewe=-7.77, Synergy_HSA=-9.89.